This data is from Forward reaction prediction with 1.9M reactions from USPTO patents (1976-2016). The task is: Predict the product of the given reaction. (1) Given the reactants [NH2:1][C:2]1[N:7]=[C:6]([C:8]([NH:10][CH:11]([C:13]2[CH:18]=[CH:17][CH:16]=[C:15]([O:19][CH2:20][C:21]([F:24])([F:23])[F:22])[CH:14]=2)[CH3:12])=[O:9])[CH:5]=[CH:4][N:3]=1.[C:25](Cl)(=[O:27])[CH3:26], predict the reaction product. The product is: [C:25]([NH:1][C:2]1[N:7]=[C:6]([C:8]([NH:10][CH:11]([C:13]2[CH:18]=[CH:17][CH:16]=[C:15]([O:19][CH2:20][C:21]([F:24])([F:22])[F:23])[CH:14]=2)[CH3:12])=[O:9])[CH:5]=[CH:4][N:3]=1)(=[O:27])[CH3:26]. (2) The product is: [Br:8][C:6]1[N:7]=[C:2]2[N:25]([CH2:24][C@H:21]3[CH2:22][CH2:23][C@H:18]([O:17][CH3:16])[CH2:19][CH2:20]3)[C:11](=[O:13])[CH2:10][NH:9][C:3]2=[N:4][CH:5]=1. Given the reactants Br[C:2]1[C:3]([NH:9][CH2:10][C:11]([O:13]CC)=O)=[N:4][CH:5]=[C:6]([Br:8])[N:7]=1.[CH3:16][O:17][C@H:18]1[CH2:23][CH2:22][C@H:21]([CH2:24][NH2:25])[CH2:20][CH2:19]1.C(N(C(C)C)CC)(C)C.O, predict the reaction product. (3) Given the reactants [OH:1][CH2:2][CH2:3][C:4]([O:6][CH3:7])=[O:5].C(C1C=CC=C(C(C)(C)C)N=1)(C)(C)C.FC(F)(F)S(OS(C(F)(F)F)(=O)=O)(=O)=O.O[C@H:38]1[CH2:43][CH2:42][C@H:41]([N:44]([CH3:58])[S:45]([C:48]2[CH:53]=[CH:52][C:51]([C:54]([F:57])([F:56])[F:55])=[CH:50][CH:49]=2)(=[O:47])=[O:46])[CH2:40][CH2:39]1, predict the reaction product. The product is: [CH3:7][O:6][C:4](=[O:5])[CH2:3][CH2:2][O:1][C@H:38]1[CH2:39][CH2:40][C@H:41]([N:44]([CH3:58])[S:45]([C:48]2[CH:53]=[CH:52][C:51]([C:54]([F:56])([F:55])[F:57])=[CH:50][CH:49]=2)(=[O:47])=[O:46])[CH2:42][CH2:43]1. (4) The product is: [CH3:27][C:10]1[C:9]2[C:5]([CH2:4][C:3]([OH:28])=[O:2])=[CH:6][S:7][C:8]=2[CH:13]=[C:12]([O:14][CH2:15][C:16]2[C:17]([CH3:26])=[N:18][C:19]([C:22]([F:24])([F:23])[F:25])=[CH:20][CH:21]=2)[CH:11]=1. Given the reactants C[O:2][C:3](=[O:28])[CH2:4][C:5]1[C:9]2[C:10]([CH3:27])=[CH:11][C:12]([O:14][CH2:15][C:16]3[C:17]([CH3:26])=[N:18][C:19]([C:22]([F:25])([F:24])[F:23])=[CH:20][CH:21]=3)=[CH:13][C:8]=2[S:7][CH:6]=1.[OH-].[Na+].Cl, predict the reaction product.